Dataset: Catalyst prediction with 721,799 reactions and 888 catalyst types from USPTO. Task: Predict which catalyst facilitates the given reaction. Reactant: [CH3:1][N:2]([CH3:6])[C:3](=[O:5])[CH3:4].[F:7][C:8]([F:14])([F:13])[S:9]([O-:12])(=[O:11])=[O:10]. Product: [F:7][C:8]([F:14])([F:13])[S:9]([OH:12])(=[O:11])=[O:10].[CH3:1][N:2]([CH3:6])[C:3](=[O:5])[CH3:4]. The catalyst class is: 11.